Dataset: Full USPTO retrosynthesis dataset with 1.9M reactions from patents (1976-2016). Task: Predict the reactants needed to synthesize the given product. (1) Given the product [NH2:34][C:30]1[C:29]([NH2:35])=[CH:28][CH:33]=[CH:32][C:31]=1[C:2]1[CH:10]=[C:9]2[C:5]([CH:6]=[N:7][NH:8]2)=[C:4]([NH:11][C:12]([C:14]2[N:15]=[C:16]([CH3:19])[S:17][CH:18]=2)=[O:13])[CH:3]=1, predict the reactants needed to synthesize it. The reactants are: Br[C:2]1[CH:10]=[C:9]2[C:5]([CH:6]=[N:7][NH:8]2)=[C:4]([NH:11][C:12]([C:14]2[N:15]=[C:16]([CH3:19])[S:17][CH:18]=2)=[O:13])[CH:3]=1.CC1(C)C(C)(C)OB([C:28]2[CH:33]=[CH:32][CH:31]=[C:30]([NH2:34])[C:29]=2[NH2:35])O1.C(=O)([O-])[O-].[Na+].[Na+].O1CCOCC1. (2) Given the product [CH2:4]([O:11][C:12]1[CH:13]=[CH:14][C:15]([C:18]2[NH:32][C:21]3=[N:22][CH:23]=[CH:24][C:25]([CH2:26][C:27]([OH:29])=[O:28])=[C:20]3[N:19]=2)=[CH:16][CH:17]=1)[C:5]1[CH:6]=[CH:7][CH:8]=[CH:9][CH:10]=1, predict the reactants needed to synthesize it. The reactants are: O[Li].O.[CH2:4]([O:11][C:12]1[CH:17]=[CH:16][C:15]([C:18]2[NH:32][C:21]3=[N:22][CH:23]=[CH:24][C:25]([CH2:26][C:27]([O:29]CC)=[O:28])=[C:20]3[N:19]=2)=[CH:14][CH:13]=1)[C:5]1[CH:10]=[CH:9][CH:8]=[CH:7][CH:6]=1. (3) Given the product [CH2:23]([N:12]1[CH2:13][CH2:14][N:9]([C:7](=[O:8])[C:6]2[CH:16]=[C:2]([CH3:1])[CH:3]=[CH:4][C:5]=2[C:17]2[CH:18]=[CH:19][N:20]=[CH:21][CH:22]=2)[CH2:10][C:11]1=[O:15])[C:24]1[CH:29]=[CH:28][CH:27]=[CH:26][CH:25]=1, predict the reactants needed to synthesize it. The reactants are: [CH3:1][C:2]1[CH:3]=[CH:4][C:5]([C:17]2[CH:22]=[CH:21][N:20]=[CH:19][CH:18]=2)=[C:6]([CH:16]=1)[C:7]([N:9]1[CH2:14][CH2:13][NH:12][C:11](=[O:15])[CH2:10]1)=[O:8].[CH2:23](Br)[C:24]1[CH:29]=[CH:28][CH:27]=[CH:26][CH:25]=1.CN(C=O)C.[H-].[Na+]. (4) Given the product [CH3:29][C:28]([NH:32][CH:14]([C:15]1[CH:16]=[N:17][CH:18]=[CH:19][CH:20]=1)[CH2:13][N:6]1[C:7]2[CH:8]=[CH:9][CH:10]=[CH:11][C:12]=2[C:4]2[CH2:3][N:2]([CH3:1])[CH2:27][CH2:26][C:5]1=2)([CH3:31])[CH3:30], predict the reactants needed to synthesize it. The reactants are: [CH3:1][N:2]1[CH2:27][CH2:26][C:5]2[N:6]([CH2:13][CH:14](OS(C)(=O)=O)[C:15]3[CH:16]=[N:17][CH:18]=[CH:19][CH:20]=3)[C:7]3[CH:8]=[CH:9][CH:10]=[CH:11][C:12]=3[C:4]=2[CH2:3]1.[C:28]([NH2:32])([CH3:31])([CH3:30])[CH3:29]. (5) Given the product [Cl:1][C:2]1[C:11]([N+:12]([O-:14])=[O:13])=[C:10]([NH:35][CH2:34][CH2:33][O:32][CH2:31][CH2:30][CH2:29][C:25]2[CH:24]=[N:23][CH:28]=[CH:27][CH:26]=2)[C:9]2[CH2:8][CH2:7][CH2:6][CH2:5][C:4]=2[N:3]=1, predict the reactants needed to synthesize it. The reactants are: [Cl:1][C:2]1[C:11]([N+:12]([O-:14])=[O:13])=[C:10](Cl)[C:9]2[CH2:8][CH2:7][CH2:6][CH2:5][C:4]=2[N:3]=1.C(N(CC)CC)C.[N:23]1[CH:28]=[CH:27][CH:26]=[C:25]([CH2:29][CH2:30][CH2:31][O:32][CH2:33][CH2:34][NH2:35])[CH:24]=1. (6) Given the product [N:1]([CH2:6][C:7]1[O:11][C:10]([C:12]2[CH:13]=[CH:14][C:15]([C:18]3[C:23]([CH3:24])=[CH:22][CH:21]=[C:20]([C:25]([NH:27][CH:28]4[CH2:29][CH2:30]4)=[O:26])[CH:19]=3)=[CH:16][CH:17]=2)=[N:9][N:8]=1)=[N+:2]=[N-:3], predict the reactants needed to synthesize it. The reactants are: [N-:1]=[N+:2]=[N-:3].[Na+].Cl[CH2:6][C:7]1[O:11][C:10]([C:12]2[CH:17]=[CH:16][C:15]([C:18]3[C:23]([CH3:24])=[CH:22][CH:21]=[C:20]([C:25]([NH:27][CH:28]4[CH2:30][CH2:29]4)=[O:26])[CH:19]=3)=[CH:14][CH:13]=2)=[N:9][N:8]=1. (7) Given the product [ClH:16].[CH2:1]([O:3][C:4]1[C:11]([O:12][CH3:13])=[CH:10][C:7]([CH2:8][C:22]2[C:31]3[C:26](=[C:27]([OH:35])[C:28]([O:32][CH2:33][CH3:34])=[CH:29][CH:30]=3)[CH:25]=[N:24][CH:23]=2)=[CH:6][C:5]=1[O:14][CH3:15])[CH3:2], predict the reactants needed to synthesize it. The reactants are: [CH2:1]([O:3][C:4]1[C:11]([O:12][CH3:13])=[CH:10][C:7]([CH:8]=O)=[CH:6][C:5]=1[O:14][CH3:15])[CH3:2].[ClH:16].CO.C(O[CH:22](OCC)[CH2:23][NH:24][CH2:25][C:26]1[CH:31]=[CH:30][CH:29]=[C:28]([O:32][CH2:33][CH3:34])[C:27]=1[OH:35])C.